Dataset: Full USPTO retrosynthesis dataset with 1.9M reactions from patents (1976-2016). Task: Predict the reactants needed to synthesize the given product. (1) Given the product [CH:35]([C:34]1[C:30]([O:29][CH2:2][C:3]2[CH:26]=[CH:25][C:6]([O:7][CH2:8][C:9]3[N:10]=[C:11]([C:15]4[S:19][C:18]([C:20]([O:22][CH2:23][CH3:24])=[O:21])=[CH:17][CH:16]=4)[O:12][C:13]=3[CH3:14])=[C:5]([O:27][CH3:28])[CH:4]=2)=[N:31][N:32]([C:37]2[CH:42]=[CH:41][CH:40]=[CH:39][CH:38]=2)[CH:33]=1)=[O:36], predict the reactants needed to synthesize it. The reactants are: Cl[CH2:2][C:3]1[CH:26]=[CH:25][C:6]([O:7][CH2:8][C:9]2[N:10]=[C:11]([C:15]3[S:19][C:18]([C:20]([O:22][CH2:23][CH3:24])=[O:21])=[CH:17][CH:16]=3)[O:12][C:13]=2[CH3:14])=[C:5]([O:27][CH3:28])[CH:4]=1.[OH:29][C:30]1[C:34]([CH:35]=[O:36])=[CH:33][N:32]([C:37]2[CH:42]=[CH:41][CH:40]=[CH:39][CH:38]=2)[N:31]=1.C(=O)([O-])[O-].[K+].[K+].CN(C)C=O. (2) Given the product [F:19][C:20]1[CH:21]=[C:22]([N:40]2[CH2:44][C@H:43]([CH2:45][N:46]3[CH:50]=[CH:49][N:48]=[N:47]3)[O:42][C:41]2=[O:51])[CH:23]=[CH:24][C:25]=1[C:2]1[CH:7]=[N:6][C:5]([C:8]2[CH2:12][CH:11]([C:13]3([OH:18])[CH2:17][CH2:16][CH2:15][CH2:14]3)[O:10][N:9]=2)=[CH:4][CH:3]=1, predict the reactants needed to synthesize it. The reactants are: Br[C:2]1[CH:3]=[CH:4][C:5]([C:8]2[CH2:12][CH:11]([C:13]3([OH:18])[CH2:17][CH2:16][CH2:15][CH2:14]3)[O:10][N:9]=2)=[N:6][CH:7]=1.[F:19][C:20]1[CH:21]=[C:22]([N:40]2[CH2:44][C@H:43]([CH2:45][N:46]3[CH:50]=[CH:49][N:48]=[N:47]3)[O:42][C:41]2=[O:51])[CH:23]=[CH:24][C:25]=1C1C=[N+]([O-])C(C2CC(CO)ON=2)=CC=1.C(=O)([O-])[O-].[K+].[K+]. (3) Given the product [NH:1]1[C:5]2[CH:6]=[CH:7][C:8]([C:10]([N:13]3[CH2:18][CH2:17][CH2:16][C@@H:15]4[C:19]5[CH:20]=[CH:21][CH:22]=[CH:23][C:24]=5[CH2:25][C@H:14]34)=[O:12])=[CH:9][C:4]=2[N:3]=[N:2]1, predict the reactants needed to synthesize it. The reactants are: [NH:1]1[C:5]2[CH:6]=[CH:7][C:8]([C:10]([OH:12])=O)=[CH:9][C:4]=2[N:3]=[N:2]1.[NH:13]1[CH2:18][CH2:17][CH2:16][C@@H:15]2[C:19]3[CH:20]=[CH:21][CH:22]=[CH:23][C:24]=3[CH2:25][C@H:14]12.F[P-](F)(F)(F)(F)F.N1(OC(N(C)C)=[N+](C)C)C2N=CC=CC=2N=N1. (4) The reactants are: C(NC(C)C)(C)C.C([Li])CCC.[Cl:13][C:14]1[CH:15]=[CH:16][C:17]([F:20])=[N:18][CH:19]=1.N1(C=O)CC[O:24][CH2:23]C1. Given the product [Cl:13][C:14]1[CH:19]=[N:18][C:17]([F:20])=[C:16]([CH:15]=1)[CH:23]=[O:24], predict the reactants needed to synthesize it. (5) Given the product [Br:1][C:2]1[CH:3]=[C:4]2[CH2:12][CH2:11][C:10]3[CH:13]=[C:14]([Cl:17])[CH:15]=[CH:16][C:9]=3[CH:8]([N:18]3[CH2:19][CH2:20][N:21]([C:24](=[O:25])[CH2:26][CH:27]4[CH2:32][CH2:31][NH:30][CH2:29][CH2:28]4)[CH2:22][CH2:23]3)[C:5]2=[N:6][CH:7]=1, predict the reactants needed to synthesize it. The reactants are: [Br:1][C:2]1[CH:3]=[C:4]2[CH2:12][CH2:11][C:10]3[CH:13]=[C:14]([Cl:17])[CH:15]=[CH:16][C:9]=3[CH:8]([N:18]3[CH2:23][CH2:22][N:21]([C:24]([CH2:26][CH:27]4[CH2:32][CH2:31][N:30](C(OC(C)(C)C)=O)[CH2:29][CH2:28]4)=[O:25])[CH2:20][CH2:19]3)[C:5]2=[N:6][CH:7]=1.OS(O)(=O)=O.[OH-].[Na+].